This data is from Forward reaction prediction with 1.9M reactions from USPTO patents (1976-2016). The task is: Predict the product of the given reaction. (1) Given the reactants [Li]CCCC.[CH3:6][N:7]1[CH:11]=[CH:10][N:9]=[CH:8]1.[Br:12][C:13]1[CH:14]=[C:15]([CH:19]=[O:20])[CH:16]=[N:17][CH:18]=1.O, predict the reaction product. The product is: [Br:12][C:13]1[CH:14]=[C:15]([CH:19]([C:8]2[N:7]([CH3:6])[CH:11]=[CH:10][N:9]=2)[OH:20])[CH:16]=[N:17][CH:18]=1. (2) Given the reactants [Br:1][C:2]1[CH:3]=[C:4]2[C:9](=[CH:10][CH:11]=1)[O:8][CH:7]([CH:12]1[CH2:17][CH2:16][O:15][C:14]([CH3:19])([CH3:18])[CH2:13]1)[CH2:6][C:5]2=O.[CH3:21][C:22]([S:25]([NH2:27])=[O:26])([CH3:24])[CH3:23].C([O-])(O)=O.[Na+], predict the reaction product. The product is: [Br:1][C:2]1[CH:3]=[C:4]2[C:9](=[CH:10][CH:11]=1)[O:8][CH:7]([CH:12]1[CH2:17][CH2:16][O:15][C:14]([CH3:19])([CH3:18])[CH2:13]1)[CH2:6][C:5]2=[N:27][S:25]([C:22]([CH3:24])([CH3:23])[CH3:21])=[O:26]. (3) Given the reactants [O:1]1[C:7]2[CH:8]=[C:9]([C:12]([O:14][CH3:15])=[O:13])[CH:10]=[CH:11][C:6]=2[CH2:5][NH:4][CH2:3][CH2:2]1.C(N(CC)CC)C.[N:23]([C:26]1[CH:31]=[CH:30][C:29]([O:32][CH3:33])=[CH:28][CH:27]=1)=[C:24]=[O:25], predict the reaction product. The product is: [CH3:33][O:32][C:29]1[CH:30]=[CH:31][C:26]([NH:23][C:24]([N:4]2[CH2:5][C:6]3[CH:11]=[CH:10][C:9]([C:12]([O:14][CH3:15])=[O:13])=[CH:8][C:7]=3[O:1][CH2:2][CH2:3]2)=[O:25])=[CH:27][CH:28]=1. (4) Given the reactants [Cl:1][C:2]1[CH:3]=[C:4]([CH2:8][CH2:9][CH2:10]O)[CH:5]=[CH:6][CH:7]=1.C([Br:15])C=C.CCOC(C)=O, predict the reaction product. The product is: [Br:15][CH2:10][CH2:9][CH2:8][C:4]1[CH:5]=[CH:6][CH:7]=[C:2]([Cl:1])[CH:3]=1. (5) The product is: [O:8]=[C:7]1[NH:9][C:2]([C:1]([NH:12][CH:13]([CH2:14][CH:15]([CH3:17])[CH3:16])[C:18]([OH:20])=[O:19])=[O:10])=[CH:3][C:4](=[O:5])[NH:6]1. Given the reactants [C:1](Br)(=[O:10])[C:2]1[NH:9][C:7](=[O:8])[NH:6][C:4](=[O:5])[CH:3]=1.[NH2:12][C@H:13]([C:18]([OH:20])=[O:19])[CH2:14][CH:15]([CH3:17])[CH3:16].C(=O)=O.CC(C)=O, predict the reaction product. (6) Given the reactants CN(C=O)C.[OH:6][C:7]1[CH:19]=[CH:18][C:10]2[C:11]([C:14]([F:17])([F:16])[F:15])=[N:12][O:13][C:9]=2[C:8]=1[CH2:20][CH2:21][CH3:22].[Br:23][CH2:24][CH2:25][CH2:26][CH2:27]Br.C(=O)([O-])[O-].[Cs+].[Cs+], predict the reaction product. The product is: [CH2:20]([C:8]1[C:9]2[O:13][N:12]=[C:11]([C:14]([F:17])([F:16])[F:15])[C:10]=2[CH:18]=[CH:19][C:7]=1[O:6][CH2:27][CH2:26][CH2:25][CH2:24][Br:23])[CH2:21][CH3:22].